From a dataset of Full USPTO retrosynthesis dataset with 1.9M reactions from patents (1976-2016). Predict the reactants needed to synthesize the given product. (1) Given the product [N:1]1[CH:2]=[N:3][N:4]2[CH:9]=[C:8]([C:10]3[O:11][C:12]4([CH2:23][CH2:24][C:25](=[CH:28][C:29]([NH:56][CH2:57][CH2:58][CH2:59][N:60]5[CH2:64][CH2:63][CH2:62][C:61]5=[O:65])=[O:30])[CH2:26][CH2:27]4)[C:13](=[O:22])[C:14]=3[C:15]3[CH:16]=[C:17]([CH3:21])[CH:18]=[CH:19][CH:20]=3)[CH:7]=[CH:6][C:5]=12, predict the reactants needed to synthesize it. The reactants are: [N:1]1[CH:2]=[N:3][N:4]2[CH:9]=[C:8]([C:10]3[O:11][C:12]4([CH2:27][CH2:26][CH:25]([CH2:28][C:29](O)=[O:30])[CH2:24][CH2:23]4)[C:13](=[O:22])[C:14]=3[C:15]3[CH:16]=[C:17]([CH3:21])[CH:18]=[CH:19][CH:20]=3)[CH:7]=[CH:6][C:5]=12.CN(C(ON1N=NC2C=CC=NC1=2)=[N+](C)C)C.F[P-](F)(F)(F)(F)F.[NH2:56][CH2:57][CH2:58][CH2:59][N:60]1[CH2:64][CH2:63][CH2:62][C:61]1=[O:65]. (2) Given the product [CH2:1]([C:9]1[CH:29]=[CH:28][C:12]([CH2:13][N:14]2[CH2:18][CH2:17][N:16]([CH2:19][C:20]([OH:22])=[O:21])[C:15]2=[O:27])=[CH:11][CH:10]=1)[CH2:2][CH2:3][CH2:4][CH2:5][CH2:6][CH2:7][CH3:8], predict the reactants needed to synthesize it. The reactants are: [CH2:1]([C:9]1[CH:29]=[CH:28][C:12]([CH2:13][N:14]2[CH2:18][CH2:17][N:16]([CH2:19][C:20]([O:22]C(C)(C)C)=[O:21])[C:15]2=[O:27])=[CH:11][CH:10]=1)[CH2:2][CH2:3][CH2:4][CH2:5][CH2:6][CH2:7][CH3:8].C(C1C=CC(N2CCN(CC(OC(C)(C)C)=O)CC2)=CC=1)CCCCCCC. (3) Given the product [Cl:29][C:30]1[CH:36]=[CH:35][C:33]([NH:34][C:26]([C:22]2[CH:23]=[C:24]3[C:19]([CH:18]=[CH:17][C:16]([O:15][C:13]4[CH:12]=[CH:11][N:10]=[C:9]([NH:8][C:6](=[O:7])[O:5][C:1]([CH3:4])([CH3:2])[CH3:3])[CH:14]=4)=[CH:25]3)=[CH:20][CH:21]=2)=[O:27])=[CH:32][C:31]=1[C:37]([F:38])([F:39])[F:40], predict the reactants needed to synthesize it. The reactants are: [C:1]([O:5][C:6]([NH:8][C:9]1[CH:14]=[C:13]([O:15][C:16]2[CH:25]=[C:24]3[C:19]([CH:20]=[CH:21][C:22]([C:26](O)=[O:27])=[CH:23]3)=[CH:18][CH:17]=2)[CH:12]=[CH:11][N:10]=1)=[O:7])([CH3:4])([CH3:3])[CH3:2].[Cl:29][C:30]1[CH:36]=[CH:35][C:33]([NH2:34])=[CH:32][C:31]=1[C:37]([F:40])([F:39])[F:38].CCN=C=NCCCN(C)C.Cl. (4) Given the product [C:18]([C:15]1[CH:16]=[CH:17][C:12]([O:1][C:2]2[CH:3]=[C:4]([C:8](=[O:10])[CH3:9])[CH:5]=[CH:6][CH:7]=2)=[CH:13][CH:14]=1)(=[O:20])[CH3:19], predict the reactants needed to synthesize it. The reactants are: [OH:1][C:2]1[CH:3]=[C:4]([C:8](=[O:10])[CH3:9])[CH:5]=[CH:6][CH:7]=1.F[C:12]1[CH:17]=[CH:16][C:15]([C:18](=[O:20])[CH3:19])=[CH:14][CH:13]=1.C(=O)([O-])[O-].[K+].[K+]. (5) Given the product [CH3:9][C:8]([NH:16][S:4]([CH:3]=[CH2:2])(=[O:6])=[O:5])([CH3:10])[CH2:11][C:12]([CH3:15])([CH3:14])[CH3:13], predict the reactants needed to synthesize it. The reactants are: Cl[CH2:2][CH2:3][S:4](Cl)(=[O:6])=[O:5].[C:8]([NH2:16])([CH2:11][C:12]([CH3:15])([CH3:14])[CH3:13])([CH3:10])[CH3:9].C(N(CC)CC)C. (6) Given the product [CH3:1][C:2]1[CH:7]=[CH:6][C:5]([CH3:8])=[CH:4][C:3]=1[CH:9]([S:17]([C:18]1[CH:23]=[CH:22][CH:21]=[CH:20][N+:19]=1[O-:24])(=[O:30])=[O:28])[CH2:10][CH2:11][CH2:12][CH2:13][CH2:14][CH2:15][CH3:16], predict the reactants needed to synthesize it. The reactants are: [CH3:1][C:2]1[CH:7]=[CH:6][C:5]([CH3:8])=[CH:4][C:3]=1[CH:9]([S:17][C:18]1[CH:23]=[CH:22][CH:21]=[CH:20][N+:19]=1[O-:24])[CH2:10][CH2:11][CH2:12][CH2:13][CH2:14][CH2:15][CH3:16].C(#N)C.[OH-:28].[Na+].[OH:30]O. (7) Given the product [CH3:28][O:27][C:19]1[CH:18]=[C:17]([NH:16][C:13]2[N:14]=[CH:15][C:10]3[CH2:9][NH:8][CH2:30][CH2:29][C:11]=3[N:12]=2)[CH:22]=[C:21]([O:23][CH3:24])[C:20]=1[O:25][CH3:26], predict the reactants needed to synthesize it. The reactants are: C(OC([N:8]1[CH2:30][CH2:29][C:11]2[N:12]=[C:13]([NH:16][C:17]3[CH:22]=[C:21]([O:23][CH3:24])[C:20]([O:25][CH3:26])=[C:19]([O:27][CH3:28])[CH:18]=3)[N:14]=[CH:15][C:10]=2[CH2:9]1)=O)(C)(C)C. (8) The reactants are: [NH:1]1[C:6](=[O:7])[CH2:5][CH2:4][CH2:3][C:2]1=[O:8].[OH-].[K+].Br[CH2:12][C:13]1[CH:18]=[CH:17][C:16]([O:19][C:20]([F:23])([F:22])[F:21])=[CH:15][CH:14]=1.O. Given the product [F:21][C:20]([F:22])([F:23])[O:19][C:16]1[CH:17]=[CH:18][C:13]([CH2:12][N:1]2[C:6](=[O:7])[CH2:5][CH2:4][CH2:3][C:2]2=[O:8])=[CH:14][CH:15]=1, predict the reactants needed to synthesize it.